Dataset: Full USPTO retrosynthesis dataset with 1.9M reactions from patents (1976-2016). Task: Predict the reactants needed to synthesize the given product. (1) Given the product [O:26]=[C:25]1[N:20]2[C:21]3[N:30]([CH:2]([CH2:3][N:4]4[CH2:9][CH2:8][CH:7]([NH:10][C:11](=[O:17])[O:12][C:13]([CH3:16])([CH3:15])[CH3:14])[CH2:6][CH2:5]4)[CH2:18][CH2:19]2)[C:29](=[O:31])[CH:28]=[CH:27][C:22]=3[N:23]=[CH:24]1, predict the reactants needed to synthesize it. The reactants are: O[CH:2]([CH2:18][CH2:19][N:20]1[C:25](=[O:26])[CH:24]=[N:23][C:22]2[CH:27]=[CH:28][C:29]([O:31]C)=[N:30][C:21]1=2)[CH2:3][N:4]1[CH2:9][CH2:8][CH:7]([NH:10][C:11](=[O:17])[O:12][C:13]([CH3:16])([CH3:15])[CH3:14])[CH2:6][CH2:5]1.CS(OS(C)(=O)=O)(=O)=O.C(N(C(C)C)CC)(C)C. (2) Given the product [C:14]1([NH:13][S:12]([C:8]2[CH:7]=[C:6]([CH:5]=[CH:4][C:3]([OH:26])=[O:2])[CH:11]=[CH:10][CH:9]=2)(=[O:25])=[O:24])[C:23]2[C:18](=[CH:19][CH:20]=[CH:21][CH:22]=2)[CH:17]=[CH:16][CH:15]=1, predict the reactants needed to synthesize it. The reactants are: C[O:2][C:3](=[O:26])[CH:4]=[CH:5][C:6]1[CH:11]=[CH:10][CH:9]=[C:8]([S:12](=[O:25])(=[O:24])[NH:13][C:14]2[C:23]3[C:18](=[CH:19][CH:20]=[CH:21][CH:22]=3)[CH:17]=[CH:16][CH:15]=2)[CH:7]=1.CO.